This data is from Full USPTO retrosynthesis dataset with 1.9M reactions from patents (1976-2016). The task is: Predict the reactants needed to synthesize the given product. (1) Given the product [O:18]1[CH2:22][CH2:21][CH:20]([CH2:23][NH:24][C:11]([C:8]2[CH:7]=[C:6]([CH2:5][C:4]3[CH:14]=[C:15]([F:17])[CH:16]=[C:2]([F:1])[CH:3]=3)[O:10][N:9]=2)=[O:13])[CH2:19]1, predict the reactants needed to synthesize it. The reactants are: [F:1][C:2]1[CH:3]=[C:4]([CH:14]=[C:15]([F:17])[CH:16]=1)[CH2:5][C:6]1[O:10][N:9]=[C:8]([C:11]([OH:13])=O)[CH:7]=1.[O:18]1[CH2:22][CH2:21][CH:20]([CH2:23][NH2:24])[CH2:19]1.ON1C2C=CC=CC=2N=N1.Cl.C(N=C=NCCCN(C)C)C. (2) Given the product [CH2:1]([O:8][C:9]1[CH:14]=[CH:13][C:12]([C:15]2[N:24]([CH2:25][O:26][CH2:27][CH2:28][Si:29]([CH3:32])([CH3:31])[CH3:30])[C:18]3=[N:19][C:20]([CH2:86][N:83]4[CH2:84][CH2:85][N:80]([C:78]([O:77][C:73]([CH3:76])([CH3:75])[CH3:74])=[O:79])[CH2:81][CH2:82]4)=[CH:21][CH:22]=[C:17]3[N:16]=2)=[CH:11][CH:10]=1)[C:2]1[CH:7]=[CH:6][CH:5]=[CH:4][CH:3]=1, predict the reactants needed to synthesize it. The reactants are: [CH2:1]([O:8][C:9]1[CH:14]=[CH:13][C:12]([C:15]2[N:24]([CH2:25][O:26][CH2:27][CH2:28][Si:29]([CH3:32])([CH3:31])[CH3:30])[C:18]3=[N:19][C:20](Cl)=[CH:21][CH:22]=[C:17]3[N:16]=2)=[CH:11][CH:10]=1)[C:2]1[CH:7]=[CH:6][CH:5]=[CH:4][CH:3]=1.CC(C1C=C(C(C)C)C(C2C=CC=CC=2P(C2CCCCC2)C2CCCCC2)=C(C(C)C)C=1)C.C([O-])([O-])=O.[Cs+].[Cs+].[C:73]([O:77][C:78]([N:80]1[CH2:85][CH2:84][N:83]([CH2:86][B-](F)(F)F)[CH2:82][CH2:81]1)=[O:79])([CH3:76])([CH3:75])[CH3:74].[K+]. (3) Given the product [Br:6][CH2:23][C:21]1[CH:20]=[CH:19][C:17]2[N:18]=[C:14]([C:9]3[C:10]([CH3:13])=[N:11][NH:12][C:8]=3[NH2:7])[S:15][C:16]=2[CH:22]=1, predict the reactants needed to synthesize it. The reactants are: OS(O)(=O)=O.[BrH:6].[NH2:7][C:8]1[NH:12][N:11]=[C:10]([CH3:13])[C:9]=1[C:14]1[S:15][C:16]2[CH:22]=[C:21]([CH2:23]O)[CH:20]=[CH:19][C:17]=2[N:18]=1.[OH-].[Na+]. (4) Given the product [NH2:1][C:2]1[O:3][CH2:4][C@:5]2([N:23]=1)[C@@H:18]1[C@H:13]([CH2:14][CH2:15][C:16]([CH2:20][CH3:21])([OH:19])[CH2:17]1)[O:12][C:11]1[C:6]2=[CH:7][C:8]([C:27]2[CH:28]=[N:29][CH:30]=[C:25]([Cl:24])[CH:26]=2)=[CH:9][CH:10]=1.[NH2:1][C:2]1[O:3][CH2:4][C@@:5]2([N:23]=1)[C@@H:18]1[C@H:13]([CH2:14][CH2:15][C:16]([CH2:20][CH3:21])([OH:19])[CH2:17]1)[O:12][C:11]1[C:6]2=[CH:7][C:8]([C:27]2[CH:28]=[N:29][CH:30]=[C:25]([Cl:24])[CH:26]=2)=[CH:9][CH:10]=1, predict the reactants needed to synthesize it. The reactants are: [NH2:1][C:2]1[O:3][CH2:4][C:5]2([N:23]=1)[C@@H:18]1[C@H:13]([CH2:14][CH2:15][C:16]([CH2:20][CH3:21])([OH:19])[CH2:17]1)[O:12][C:11]1[C:6]2=[CH:7][C:8](Br)=[CH:9][CH:10]=1.[Cl:24][C:25]1[CH:26]=[C:27](B(O)O)[CH:28]=[N:29][CH:30]=1.C([O-])([O-])=O.[Na+].[Na+].